Dataset: Catalyst prediction with 721,799 reactions and 888 catalyst types from USPTO. Task: Predict which catalyst facilitates the given reaction. The catalyst class is: 7. Reactant: [C:1]([O:5][C:6]([NH:8][C@H:9]([CH2:25][C:26]1[CH:31]=[C:30]([F:32])[CH:29]=[CH:28][C:27]=1[F:33])[CH2:10][C:11]([N:13]1[CH2:18][CH2:17][N:16]2[CH:19]=[C:20](C(O)=O)[N:21]=[C:15]2[CH2:14]1)=[O:12])=[O:7])([CH3:4])([CH3:3])[CH3:2].CNC.C1C=CC2N(O)N=NC=2C=1.C(Cl)CCl.[CH3:51][N:52]([CH:54]=[O:55])[CH3:53]. Product: [CH3:51][N:52]([CH3:53])[C:54]([C:20]1[N:21]=[C:15]2[CH2:14][N:13]([C:11](=[O:12])[CH2:10][C@H:9]([NH:8][C:6]([O:5][C:1]([CH3:2])([CH3:3])[CH3:4])=[O:7])[CH2:25][C:26]3[CH:31]=[C:30]([F:32])[CH:29]=[CH:28][C:27]=3[F:33])[CH2:18][CH2:17][N:16]2[CH:19]=1)=[O:55].